This data is from Reaction yield outcomes from USPTO patents with 853,638 reactions. The task is: Predict the reaction yield, written as a fraction of the theoretical maximum amount of product (1.0 means a 100% yield; for example, 0.34 means a 34% yield). The reactants are [Cl:1][C:2]1[C:12](I)=[CH:11][CH:10]=[C:9]([Si:14]([CH3:17])([CH3:16])[CH3:15])[C:3]=1[C:4]([NH:6][CH2:7][CH3:8])=[O:5].[CH:18]([Sn](CCCC)(CCCC)CCCC)=[CH2:19]. The catalyst is C1(C)C=CC=CC=1.CCOCC.[Pd].C1(P(C2C=CC=CC=2)C2C=CC=CC=2)C=CC=CC=1.C1(P(C2C=CC=CC=2)C2C=CC=CC=2)C=CC=CC=1.C1(P(C2C=CC=CC=2)C2C=CC=CC=2)C=CC=CC=1.C1(P(C2C=CC=CC=2)C2C=CC=CC=2)C=CC=CC=1.C(C1C=C(C)C=C(C(C)(C)C)C=1O)(C)(C)C. The product is [Cl:1][C:2]1[C:12]([CH:18]=[CH2:19])=[CH:11][CH:10]=[C:9]([Si:14]([CH3:17])([CH3:16])[CH3:15])[C:3]=1[C:4]([NH:6][CH2:7][CH3:8])=[O:5]. The yield is 0.210.